This data is from Forward reaction prediction with 1.9M reactions from USPTO patents (1976-2016). The task is: Predict the product of the given reaction. The product is: [C:31]([O:27][C:24]1[CH:23]=[CH:22][C:21]([C:18]2[O:17][C:16]([C@H:12]([NH:11][C:8]3[CH:7]=[CH:6][C:3]([C:4]#[N:5])=[C:2]([Cl:1])[C:9]=3[CH3:10])[C@@H:13]([O:15][C:16](=[O:17])[CH2:12][CH2:13][CH3:14])[CH3:14])=[N:20][N:19]=2)=[CH:26][CH:25]=1)(=[O:32])[CH2:30][CH2:29][CH3:28]. Given the reactants [Cl:1][C:2]1[C:9]([CH3:10])=[C:8]([NH:11][C@@H:12]([C:16]2[O:17][C:18]([C:21]3[CH:26]=[CH:25][C:24]([OH:27])=[CH:23][CH:22]=3)=[N:19][N:20]=2)[C@@H:13]([OH:15])[CH3:14])[CH:7]=[CH:6][C:3]=1[C:4]#[N:5].[CH3:28][CH2:29][CH2:30][C:31](Cl)=[O:32], predict the reaction product.